This data is from Forward reaction prediction with 1.9M reactions from USPTO patents (1976-2016). The task is: Predict the product of the given reaction. (1) Given the reactants C[Si](OS(C(F)(F)F)(=O)=O)(C)C.[CH3:13][N:14]([CH3:40])[C:15]1([C:34]2[CH:39]=[CH:38][CH:37]=[CH:36][CH:35]=2)[CH2:20][CH2:19][C:18]([CH2:22][CH2:23][CH2:24][C:25]2[C:33]3[C:28](=[CH:29][CH:30]=[CH:31][CH:32]=3)[NH:27][CH:26]=2)(O)[CH2:17][CH2:16]1, predict the reaction product. The product is: [CH3:13][N:14]([CH3:40])[C:15]1([C:34]2[CH:39]=[CH:38][CH:37]=[CH:36][CH:35]=2)[CH2:20][CH2:19][C:18]2([C:26]3[NH:27][C:28]4[C:33](=[CH:32][CH:31]=[CH:30][CH:29]=4)[C:25]=3[CH2:24][CH2:23][CH2:22]2)[CH2:17][CH2:16]1. (2) Given the reactants [BH4-].[Na+].[CH2:3]([NH:10][C:11]1[CH2:16][CH2:15][O:14][CH2:13][C:12]=1[C:17]([O:19][CH2:20][CH3:21])=[O:18])[C:4]1[CH:9]=[CH:8][CH:7]=[CH:6][CH:5]=1, predict the reaction product. The product is: [CH2:3]([NH:10][C@H:11]1[CH2:16][CH2:15][O:14][CH2:13][C@H:12]1[C:17]([O:19][CH2:20][CH3:21])=[O:18])[C:4]1[CH:5]=[CH:6][CH:7]=[CH:8][CH:9]=1. (3) Given the reactants [C:1]([O:11][CH3:12])(=O)[CH2:2][CH2:3][CH2:4][CH2:5][C:6]([O:8][CH3:9])=O.[NH2:13][C@H:14](CO)[CH:15]([CH3:17])[CH3:16], predict the reaction product. The product is: [CH:15]([C@H:14]1[CH2:12][O:11][C:1]([CH2:2][CH2:3][CH2:4][CH2:5][C:6]2[O:8][CH2:9][C@H:14]([CH:15]([CH3:17])[CH3:16])[N:13]=2)=[N:13]1)([CH3:17])[CH3:16].